This data is from Reaction yield outcomes from USPTO patents with 853,638 reactions. The task is: Predict the reaction yield, written as a fraction of the theoretical maximum amount of product (1.0 means a 100% yield; for example, 0.34 means a 34% yield). (1) The reactants are Br[CH2:2][CH2:3][CH2:4][N:5]([CH:13]1[CH2:15][CH2:14]1)[C:6](=[O:12])[O:7][C:8]([CH3:11])([CH3:10])[CH3:9].[N-:16]=[N+:17]=[N-:18].[Na+]. The catalyst is CN1CCCC1=O. The product is [N:16]([CH2:2][CH2:3][CH2:4][N:5]([CH:13]1[CH2:15][CH2:14]1)[C:6](=[O:12])[O:7][C:8]([CH3:11])([CH3:10])[CH3:9])=[N+:17]=[N-:18]. The yield is 0.960. (2) The reactants are [Br:1][C:2]1[N:3]=[C:4]([NH:9][CH2:10][C:11]2[CH:12]=[C:13]3[C:18](=[CH:19][C:20]=2[F:21])[N:17]=[CH:16][CH:15]=[CH:14]3)[C:5]([NH2:8])=[N:6][CH:7]=1.[N:22]([O-])=O.[Na+]. The catalyst is C(O)(=O)C.O. The product is [Br:1][C:2]1[N:3]=[C:4]2[N:9]([CH2:10][C:11]3[CH:12]=[C:13]4[C:18](=[CH:19][C:20]=3[F:21])[N:17]=[CH:16][CH:15]=[CH:14]4)[N:22]=[N:8][C:5]2=[N:6][CH:7]=1. The yield is 0.610. (3) The reactants are C([O:3][C:4](=[O:36])[C:5]([C:8]1[CH:13]=[CH:12][C:11]([CH2:14][CH2:15][N:16]2[CH2:21][CH2:20][CH:19]([C:22]3[N:26]([CH2:27][CH2:28][O:29][CH2:30][CH3:31])[C:25]4[CH:32]=[CH:33][CH:34]=[CH:35][C:24]=4[N:23]=3)[CH2:18][CH2:17]2)=[CH:10][CH:9]=1)([CH3:7])[CH3:6])C.[OH-].[Na+].C(O)C.O. The catalyst is C(O)CCC.C(OC(=O)C)C.C(O)(=O)C. The product is [CH2:30]([O:29][CH2:28][CH2:27][N:26]1[C:25]2[CH:32]=[CH:33][CH:34]=[CH:35][C:24]=2[N:23]=[C:22]1[CH:19]1[CH2:20][CH2:21][N:16]([CH2:15][CH2:14][C:11]2[CH:10]=[CH:9][C:8]([C:5]([CH3:6])([CH3:7])[C:4]([OH:36])=[O:3])=[CH:13][CH:12]=2)[CH2:17][CH2:18]1)[CH3:31]. The yield is 0.850. (4) The reactants are [Cl:1][C:2]1[CH:7]=[CH:6][CH:5]=[CH:4][C:3]=1[N:8]1[C:12]([O:13][C:14]2[C:19]([NH2:20])=[CH:18][CH:17]=[CH:16][N:15]=2)=[CH:11][C:10]([CH3:21])=[N:9]1.[F:22][C:23]([F:35])([F:34])[O:24][C:25]1[CH:30]=[CH:29][C:28]([N:31]=[C:32]=[O:33])=[CH:27][CH:26]=1.C(N(CC)CC)C. The catalyst is CN(C=O)C. The product is [Cl:1][C:2]1[CH:7]=[CH:6][CH:5]=[CH:4][C:3]=1[N:8]1[C:12]([O:13][C:14]2[C:19]([NH:20][C:32]([NH:31][C:28]3[CH:29]=[CH:30][C:25]([O:24][C:23]([F:22])([F:34])[F:35])=[CH:26][CH:27]=3)=[O:33])=[CH:18][CH:17]=[CH:16][N:15]=2)=[CH:11][C:10]([CH3:21])=[N:9]1. The yield is 0.150. (5) The reactants are Cl.[NH2:2][CH2:3][C:4]([C:6]1[CH:11]=[CH:10][C:9]([Br:12])=[CH:8][CH:7]=1)=[O:5].[C:13]([O:17][C:18]([N:20]1[CH2:24][CH:23]([C:25]#[N:26])[CH2:22][CH:21]1[C:27](O)=[O:28])=[O:19])([CH3:16])([CH3:15])[CH3:14].C(N(C(C)C)CC)(C)C.CN(C(ON1N=NC2C=CC=NC1=2)=[N+](C)C)C.F[P-](F)(F)(F)(F)F. The catalyst is CN(C=O)C.C(OCC)(=O)C. The product is [C:13]([O:17][C:18]([N:20]1[CH2:24][CH:23]([C:25]#[N:26])[CH2:22][CH:21]1[C:27](=[O:28])[NH:2][CH2:3][C:4]([C:6]1[CH:11]=[CH:10][C:9]([Br:12])=[CH:8][CH:7]=1)=[O:5])=[O:19])([CH3:16])([CH3:15])[CH3:14]. The yield is 0.910. (6) The reactants are C([O:9][C@@H:10]1[C@@H:37]([O:38]C(=O)C2C=CC=CC=2)[C@H:36]([O:47]C(=O)C2C=CC=CC=2)[C@@H:35]([C@@H:56]([CH3:66])[O:57]C(=O)C2C=CC=CC=2)[O:34][C@H:11]1[O:12][C:13]1[CH:18]=[C:17]([CH2:19][O:20]C(=O)C)[CH:16]=[C:15]([F:24])[C:14]=1[CH2:25][C:26]1[CH:31]=[CH:30][C:29]([O:32][CH3:33])=[CH:28][CH:27]=1)(=O)C1C=CC=CC=1.C(=O)([O-])[O-].[K+].[K+]. The catalyst is O1CCCC1.CO. The product is [O:12]([C:13]1[CH:18]=[C:17]([CH2:19][OH:20])[CH:16]=[C:15]([F:24])[C:14]=1[CH2:25][C:26]1[CH:27]=[CH:28][C:29]([O:32][CH3:33])=[CH:30][CH:31]=1)[C@@H:11]1[O:34][C@H:35]([C@@H:56]([CH3:66])[OH:57])[C@@H:36]([OH:47])[C@H:37]([OH:38])[C@H:10]1[OH:9]. The yield is 0.466. (7) The yield is 0.400. The reactants are [K].[CH2:2]([O:4][C:5](=[O:18])/[C:6](/[O-:17])=[CH:7]/[C:8]1[CH:13]=[CH:12][CH:11]=[CH:10][C:9]=1[N+:14]([O-:16])=[O:15])[CH3:3].[K+].[C:20]([O:23][C@@H:24]1[C@@H:30]([O:31][C:32](=[O:34])[CH3:33])[C@H:29]([O:35][C:36](=[O:38])[CH3:37])[C@@H:28]([CH2:39][O:40][C:41](=[O:43])[CH3:42])[O:27][C@@H:25]1O)(=[O:22])[CH3:21]. The product is [C:36]([O:35][C@@H:29]1[C@@H:30]([O:31][C:32](=[O:34])[CH3:33])[C@H:24]([O:23][C:20](=[O:22])[CH3:21])[C@@H:25]([O:17]/[C:6](/[C:5]([O:4][CH2:2][CH3:3])=[O:18])=[CH:7]\[C:8]2[CH:13]=[CH:12][CH:11]=[CH:10][C:9]=2[N+:14]([O-:16])=[O:15])[O:27][C@H:28]1[CH2:39][O:40][C:41](=[O:43])[CH3:42])(=[O:38])[CH3:37]. The catalyst is CN(C=O)C.